This data is from Reaction yield outcomes from USPTO patents with 853,638 reactions. The task is: Predict the reaction yield, written as a fraction of the theoretical maximum amount of product (1.0 means a 100% yield; for example, 0.34 means a 34% yield). (1) The yield is 0.310. The reactants are [NH2:1][C:2]1[CH:7]=[CH:6][C:5]([C:8]2[CH:13]=[CH:12][C:11]([C:14](=[O:26])[CH2:15][CH:16]([CH2:22][CH2:23][O:24][CH3:25])[C:17]([O:19]CC)=[O:18])=[CH:10][CH:9]=2)=[CH:4][CH:3]=1.Cl[C:28]1[S:29][C:30]2[CH:36]=[CH:35][CH:34]=[CH:33][C:31]=2[N:32]=1.[OH-].[Na+].Cl. The catalyst is C(O)CCC.CO. The product is [S:29]1[C:30]2[CH:36]=[CH:35][CH:34]=[CH:33][C:31]=2[N:32]=[C:28]1[NH:1][C:2]1[CH:3]=[CH:4][C:5]([C:8]2[CH:9]=[CH:10][C:11]([C:14](=[O:26])[CH2:15][CH:16]([CH2:22][CH2:23][O:24][CH3:25])[C:17]([OH:19])=[O:18])=[CH:12][CH:13]=2)=[CH:6][CH:7]=1. (2) The reactants are [NH2:1][C:2]1[N:9]=[CH:8][CH:7]=[CH:6][C:3]=1[CH:4]=O.Cl.[NH2:11][CH2:12][CH:13]([CH2:20][CH2:21][CH3:22])[CH2:14][C:15](OCC)=[O:16].C(N(CC)CC)C.[BH4-].[Na+]. The catalyst is CCO. The product is [NH2:1][C:2]1[C:3]([CH2:4][N:11]2[CH2:12][CH:13]([CH2:20][CH2:21][CH3:22])[CH2:14][C:15]2=[O:16])=[CH:6][CH:7]=[CH:8][N:9]=1. The yield is 0.0800. (3) The reactants are [Cl:1][C:2]1[CH:15]=[CH:14][C:13]2[S:12][C:11]3[C:6](=[CH:7][CH:8]=[CH:9][CH:10]=3)[N:5]([CH2:16][CH2:17][CH2:18][CH2:19][N:20]3C(=O)C4C(=CC=CC=4)C3=O)[C:4]=2[CH:3]=1.O.NN. The catalyst is CCO. The product is [ClH:1].[Cl:1][C:2]1[CH:15]=[CH:14][C:13]2[S:12][C:11]3[C:6](=[CH:7][CH:8]=[CH:9][CH:10]=3)[N:5]([CH2:16][CH2:17][CH2:18][CH2:19][NH2:20])[C:4]=2[CH:3]=1. The yield is 0.420.